From a dataset of Reaction yield outcomes from USPTO patents with 853,638 reactions. Predict the reaction yield, written as a fraction of the theoretical maximum amount of product (1.0 means a 100% yield; for example, 0.34 means a 34% yield). The reactants are Cl[CH2:2][C:3]1[O:7][CH:6]=[N:5][C:4]=1[C:8]1[CH:13]=[CH:12][C:11]([F:14])=[CH:10][CH:9]=1.[C:15]([NH:18][CH:19]1[CH2:24][CH2:23][NH:22][CH2:21][CH2:20]1)(=[O:17])[CH3:16].C(=O)([O-])[O-].[K+].[K+]. The catalyst is C(#N)C. The product is [F:14][C:11]1[CH:12]=[CH:13][C:8]([C:4]2[N:5]=[CH:6][O:7][C:3]=2[CH2:2][N:22]2[CH2:23][CH2:24][CH:19]([NH:18][C:15](=[O:17])[CH3:16])[CH2:20][CH2:21]2)=[CH:9][CH:10]=1. The yield is 0.610.